This data is from Catalyst prediction with 721,799 reactions and 888 catalyst types from USPTO. The task is: Predict which catalyst facilitates the given reaction. (1) Reactant: [O:1]1[CH2:6][C:5](=[O:7])[NH:4][C:3]2[N:8]=[CH:9][CH:10]=[CH:11][C:2]1=2.[Br:12]Br. Product: [Br:12][N:8]1[CH:3]2[C:2]([O:1][CH2:6][C:5](=[O:7])[NH:4]2)=[CH:11][CH:10]=[CH:9]1. The catalyst class is: 52. (2) Reactant: [CH2:1]([N:8]1[C:16]2[C:11](=[C:12]([N+:17]([O-:19])=[O:18])[CH:13]=[CH:14][CH:15]=2)[C:10](I)=[N:9]1)[C:2]1[CH:7]=[CH:6][CH:5]=[CH:4][CH:3]=1.[CH2:21]([Zn]CC)[CH3:22].CO.ClCCl. Product: [CH2:1]([N:8]1[C:16]2[C:11](=[C:12]([N+:17]([O-:19])=[O:18])[CH:13]=[CH:14][CH:15]=2)[C:10]([CH2:21][CH3:22])=[N:9]1)[C:2]1[CH:7]=[CH:6][CH:5]=[CH:4][CH:3]=1. The catalyst class is: 12. (3) Reactant: [N+:1]([C:4]1[CH:5]=[C:6]([CH2:11][C@H:12]([NH:26][C:27]([C@H:29]2[CH2:34][CH2:33][C@H:32]([CH2:35][CH3:36])[CH2:31][CH2:30]2)=[O:28])[C:13]2[NH:14][CH:15]=[C:16]([C:18]3[CH:23]=[CH:22][C:21]([Cl:24])=[CH:20][C:19]=3[Cl:25])[N:17]=2)[CH:7]=[CH:8][C:9]=1[OH:10])([O-:3])=[O:2].Br[CH2:38][CH2:39][CH2:40][CH3:41]. Product: [N+:1]([C:4]1[CH:5]=[C:6]([CH2:11][C@H:12]([NH:26][C:27]([C@H:29]2[CH2:30][CH2:31][C@H:32]([CH2:35][CH3:36])[CH2:33][CH2:34]2)=[O:28])[C:13]2[N:14]([CH2:38][CH2:39][CH2:40][CH3:41])[CH:15]=[C:16]([C:18]3[CH:23]=[CH:22][C:21]([Cl:24])=[CH:20][C:19]=3[Cl:25])[N:17]=2)[CH:7]=[CH:8][C:9]=1[OH:10])([O-:3])=[O:2]. The catalyst class is: 28. (4) Reactant: CC(C[AlH]CC(C)C)C.[CH3:10][C:11]1[CH:12]=[C:13]([CH:18]=[C:19]([CH3:35])[C:20]=1[CH2:21][C:22]1[CH:27]=[CH:26][C:25]([O:28][CH2:29][O:30][CH3:31])=[C:24]([CH:32]([CH3:34])[CH3:33])[CH:23]=1)[C:14](OC)=[O:15]. Product: [CH3:10][C:11]1[CH:12]=[C:13]([CH:18]=[C:19]([CH3:35])[C:20]=1[CH2:21][C:22]1[CH:27]=[CH:26][C:25]([O:28][CH2:29][O:30][CH3:31])=[C:24]([CH:32]([CH3:33])[CH3:34])[CH:23]=1)[CH2:14][OH:15]. The catalyst class is: 1. (5) Reactant: [CH3:1][O:2][C:3]1[CH:4]=[C:5]2[C:10](=[CH:11][C:12]=1[O:13][CH3:14])[N:9]=[CH:8][CH:7]=[C:6]2[O:15][C:16]1[C:22]([CH3:23])=[CH:21][C:19]([NH2:20])=[C:18]([CH3:24])[CH:17]=1.ClC(Cl)(O[C:29](=[O:35])[O:30][C:31](Cl)(Cl)Cl)Cl.OC[CH2:39][N:40]1[C:48](=[O:49])[C:47]2[C:42](=[CH:43][CH:44]=[CH:45][CH:46]=2)[C:41]1=[O:50].C(=O)(O)[O-].[Na+]. Product: [CH3:1][O:2][C:3]1[CH:4]=[C:5]2[C:10](=[CH:11][C:12]=1[O:13][CH3:14])[N:9]=[CH:8][CH:7]=[C:6]2[O:15][C:16]1[C:22]([CH3:23])=[CH:21][C:19]([NH:20][C:29](=[O:35])[O:30][CH2:31][CH2:39][N:40]2[C:48](=[O:49])[C:47]3[C:42](=[CH:43][CH:44]=[CH:45][CH:46]=3)[C:41]2=[O:50])=[C:18]([CH3:24])[CH:17]=1. The catalyst class is: 208. (6) Reactant: [NH2:1][N:2]1[CH2:7][CH2:6][CH2:5][CH2:4][CH2:3]1.C(N(CC)CC)C.Cl.[N:16]1([CH2:22][CH2:23][C:24]2[N:28]3[CH:29]=[CH:30][CH:31]=[CH:32][C:27]3=[C:26]([C:33](Cl)=[O:34])[N:25]=2)[CH2:21][CH2:20][O:19][CH2:18][CH2:17]1. Product: [N:2]1([NH:1][C:33]([C:26]2[N:25]=[C:24]([CH2:23][CH2:22][N:16]3[CH2:17][CH2:18][O:19][CH2:20][CH2:21]3)[N:28]3[CH:29]=[CH:30][CH:31]=[CH:32][C:27]=23)=[O:34])[CH2:7][CH2:6][CH2:5][CH2:4][CH2:3]1. The catalyst class is: 2. (7) Reactant: FC(F)(F)C(O)=O.[NH2:8][CH2:9][CH2:10][N:11]1[C:20](=[O:21])[C:19]2[C:14](=[CH:15][CH:16]=[CH:17][CH:18]=2)[N:13]([CH2:22][C:23]([NH:25][C:26]2[CH:31]=[C:30]([Cl:32])[C:29]([O:33][CH3:34])=[CH:28][C:27]=2[O:35][CH3:36])=[O:24])[C:12]1=[O:37].[C:38](Cl)(=[O:43])[CH2:39][CH:40]([CH3:42])[CH3:41].O. Product: [Cl:32][C:30]1[C:29]([O:33][CH3:34])=[CH:28][C:27]([O:35][CH3:36])=[C:26]([NH:25][C:23]([CH2:22][N:13]2[C:14]3[C:19](=[CH:18][CH:17]=[CH:16][CH:15]=3)[C:20](=[O:21])[N:11]([CH2:10][CH2:9][NH:8][C:38](=[O:43])[CH2:39][CH:40]([CH3:42])[CH3:41])[C:12]2=[O:37])=[O:24])[CH:31]=1. The catalyst class is: 531.